Dataset: Full USPTO retrosynthesis dataset with 1.9M reactions from patents (1976-2016). Task: Predict the reactants needed to synthesize the given product. (1) Given the product [F:40][C:23]([F:22])([F:39])[C:24]([CH2:12][C:13]1[NH:14][C:15]2[C:20]([CH:21]=1)=[CH:19][CH:18]=[CH:17][CH:16]=2)([OH:38])[CH2:25][C:26]([C:29]1[CH:34]=[C:33]([F:35])[CH:32]=[CH:31][C:30]=1[O:36][CH3:37])([CH3:28])[CH3:27], predict the reactants needed to synthesize it. The reactants are: C([Li])CCC.CC(C)([O-])C.[K+].[CH3:12][C:13]1[NH:14][C:15]2[C:20]([CH:21]=1)=[CH:19][CH:18]=[CH:17][CH:16]=2.[F:22][C:23]([F:40])([F:39])[C:24](=[O:38])[CH2:25][C:26]([C:29]1[CH:34]=[C:33]([F:35])[CH:32]=[CH:31][C:30]=1[O:36][CH3:37])([CH3:28])[CH3:27]. (2) Given the product [OH:30][C@:31]1([C:45]2[S:46][C:47]([C:2]3[CH:3]=[C:4]([CH3:29])[CH:5]=[C:6]([NH:8][C:9]4[CH:14]=[C:13]([C:15]5[N:16]=[N:17][N:18]([CH2:20][C:21]6[CH:26]=[CH:25][C:24]([O:27][CH3:28])=[CH:23][CH:22]=6)[CH:19]=5)[CH:12]=[CH:11][N:10]=4)[N:7]=3)=[CH:48][N:49]=2)[CH2:40][CH2:39][CH2:38][C:37]2[CH:36]=[C:35]([C:41]([O:43][CH3:44])=[O:42])[CH:34]=[CH:33][C:32]1=2, predict the reactants needed to synthesize it. The reactants are: Br[C:2]1[N:7]=[C:6]([NH:8][C:9]2[CH:14]=[C:13]([C:15]3[N:16]=[N:17][N:18]([CH2:20][C:21]4[CH:26]=[CH:25][C:24]([O:27][CH3:28])=[CH:23][CH:22]=4)[CH:19]=3)[CH:12]=[CH:11][N:10]=2)[CH:5]=[C:4]([CH3:29])[CH:3]=1.[OH:30][C@:31]1([C:45]2[S:46][CH:47]=[CH:48][N:49]=2)[CH2:40][CH2:39][CH2:38][C:37]2[CH:36]=[C:35]([C:41]([O:43][CH3:44])=[O:42])[CH:34]=[CH:33][C:32]1=2.C(P(C12CC3CC(CC(C3)C1)C2)C12CC3CC(CC(C3)C1)C2)CCC.[F-].[Cs+].C(O)(=O)C(C)(C)C. (3) Given the product [CH3:15][CH2:16][CH2:1][CH2:2][CH2:3][CH2:4][CH2:12][CH2:11][CH2:10][CH2:9][CH2:8][C:7]#[N:6], predict the reactants needed to synthesize it. The reactants are: [CH3:1][CH:2](O)[CH2:3][C:4]1[C:12]2[C:7](=[CH:8][CH:9]=[C:10](Br)[CH:11]=2)[NH:6]C=1.[CH2:15](N(CC)CC)[CH3:16].[C-]#N.[K+]. (4) Given the product [CH3:21][O:20][C:19]1[CH:22]=[CH:23][C:16]([CH2:15][O:24][C:2]2[C:7]([C:8]([O:10][CH2:11][CH3:12])=[O:9])=[CH:6][N:5]=[C:4]([S:13][CH3:14])[N:3]=2)=[CH:17][CH:18]=1, predict the reactants needed to synthesize it. The reactants are: Cl[C:2]1[C:7]([C:8]([O:10][CH2:11][CH3:12])=[O:9])=[CH:6][N:5]=[C:4]([S:13][CH3:14])[N:3]=1.[CH2:15]([O:24][Na])[C:16]1[CH:23]=[CH:22][C:19]([O:20][CH3:21])=[CH:18][CH:17]=1. (5) Given the product [Cl:24][C:20]1[CH:19]=[C:18]([C@@H:9]2[C@@H:10]([C:11]3[CH:16]=[CH:15][C:14]([Cl:17])=[CH:13][CH:12]=3)[N:5]([N:4]([CH2:1][CH3:2])[CH2:32][CH3:33])[C:6](=[O:31])[C@:7]([CH2:26][C:27]([O:29][CH3:30])=[O:28])([CH3:25])[CH2:8]2)[CH:23]=[CH:22][CH:21]=1, predict the reactants needed to synthesize it. The reactants are: [CH2:1](I)[CH3:2].[NH2:4][N:5]1[C@H:10]([C:11]2[CH:16]=[CH:15][C:14]([Cl:17])=[CH:13][CH:12]=2)[C@@H:9]([C:18]2[CH:23]=[CH:22][CH:21]=[C:20]([Cl:24])[CH:19]=2)[CH2:8][C@@:7]([CH2:26][C:27]([O:29][CH3:30])=[O:28])([CH3:25])[C:6]1=[O:31].[CH3:32][CH2:33]N(C(C)C)C(C)C. (6) Given the product [CH2:1]([O:8][NH:9][C:10](=[O:38])[C@H:11]([N:14]([CH2:28][C:29]1[CH:34]=[CH:33][C:32]2[O:35][CH2:36][O:37][C:31]=2[CH:30]=1)[S:15]([C:18]1[C:23]([CH3:24])=[CH:22][C:21]([O:25][CH3:26])=[CH:20][C:19]=1[CH3:27])(=[O:17])=[O:16])[CH2:12][O:13][C:39](=[O:41])[CH3:40])[C:2]1[CH:7]=[CH:6][CH:5]=[CH:4][CH:3]=1, predict the reactants needed to synthesize it. The reactants are: [CH2:1]([O:8][NH:9][C:10](=[O:38])[C@H:11]([N:14]([CH2:28][C:29]1[CH:34]=[CH:33][C:32]2[O:35][CH2:36][O:37][C:31]=2[CH:30]=1)[S:15]([C:18]1[C:23]([CH3:24])=[CH:22][C:21]([O:25][CH3:26])=[CH:20][C:19]=1[CH3:27])(=[O:17])=[O:16])[CH2:12][OH:13])[C:2]1[CH:7]=[CH:6][CH:5]=[CH:4][CH:3]=1.[C:39](OC(=O)C)(=[O:41])[CH3:40]. (7) Given the product [CH3:13][C:4]1[C:3]([CH2:2][N:14]2[CH:18]=[CH:17][N:16]=[C:15]2[CH3:19])=[C:10]([CH3:11])[CH:9]=[C:8]([CH3:12])[C:5]=1[CH:6]=[O:7], predict the reactants needed to synthesize it. The reactants are: Cl[CH2:2][C:3]1[C:4]([CH3:13])=[C:5]([C:8]([CH3:12])=[CH:9][C:10]=1[CH3:11])[CH:6]=[O:7].[NH:14]1[CH:18]=[CH:17][N:16]=[CH:15]1.[CH3:19]N(C=O)C. (8) Given the product [C:20]([O:19][C:17]([C:16]1[C:15]([OH:14])=[C:27]([C:28]([F:29])([F:30])[F:31])[CH:26]=[CH:25][C:24]=1[CH2:32][O:33][C:34]1[CH:39]=[CH:38][C:37]([C:2]2[CH:3]=[CH:4][C:5]([CH2:8][CH2:9][C:10]([OH:12])=[O:11])=[CH:6][CH:7]=2)=[CH:36][CH:35]=1)=[O:18])([CH3:23])([CH3:21])[CH3:22], predict the reactants needed to synthesize it. The reactants are: Br[C:2]1[CH:7]=[CH:6][C:5]([CH2:8][CH2:9][C:10]([O:12]C)=[O:11])=[CH:4][CH:3]=1.[OH:14][C:15]1[C:27]([C:28]([F:31])([F:30])[F:29])=[CH:26][CH:25]=[C:24]([CH2:32][O:33][C:34]2[CH:39]=[CH:38][C:37](B3OC(C)(C)C(C)(C)O3)=[CH:36][CH:35]=2)[C:16]=1[C:17]([O:19][C:20]([CH3:23])([CH3:22])[CH3:21])=[O:18].